From a dataset of Forward reaction prediction with 1.9M reactions from USPTO patents (1976-2016). Predict the product of the given reaction. (1) Given the reactants [CH2:1]([O:8][C:9](=[O:24])[NH:10][CH:11]([C:17](=[O:23])[NH:18][CH2:19][CH2:20][CH:21]=O)[CH:12]([OH:16])[CH:13]([CH3:15])[CH3:14])[C:2]1[CH:7]=[CH:6][CH:5]=[CH:4][CH:3]=1.[NH2:25][C@@H:26]([C@H:34]([C@@H:36]1[C@@H:40]([O:41][Si:42]([C:45]([CH3:48])([CH3:47])[CH3:46])([CH3:44])[CH3:43])[C@@H:39]([O:49][Si:50]([C:53]([CH3:56])([CH3:55])[CH3:54])([CH3:52])[CH3:51])[C@H:38]([N:57]2[CH:62]=[CH:61][C:60](=[O:63])[N:59]([CH2:64][C:65]3[CH:70]=[CH:69][C:68]([O:71][CH3:72])=[CH:67][CH:66]=3)[C:58]2=[O:73])[O:37]1)[OH:35])[C:27]([O:29][C:30]([CH3:33])([CH3:32])[CH3:31])=[O:28].C(O[BH-](OC(=O)C)OC(=O)C)(=O)C.[Na+].C(=O)([O-])[O-].[Na+].[Na+], predict the reaction product. The product is: [Si:42]([O:41][C@H:40]1[C@@H:39]([O:49][Si:50]([C:53]([CH3:55])([CH3:56])[CH3:54])([CH3:51])[CH3:52])[C@H:38]([N:57]2[CH:62]=[CH:61][C:60](=[O:63])[N:59]([CH2:64][C:65]3[CH:70]=[CH:69][C:68]([O:71][CH3:72])=[CH:67][CH:66]=3)[C:58]2=[O:73])[O:37][CH:36]1[C@H:34]([OH:35])[C@@H:26]([C:27]([O:29][C:30]([CH3:33])([CH3:32])[CH3:31])=[O:28])[NH:25][CH2:21][CH2:20][CH2:19][NH:18][C:17](=[O:23])[C@H:11]([C@@H:12]([OH:16])[CH:13]([CH3:15])[CH3:14])[NH:10][C:9](=[O:24])[O:8][CH2:1][C:2]1[CH:7]=[CH:6][CH:5]=[CH:4][CH:3]=1)([C:45]([CH3:46])([CH3:47])[CH3:48])([CH3:44])[CH3:43]. (2) The product is: [C:14]([C:16]1[CH:17]=[C:18]([NH:22][C:6]([C:2]2[S:1][CH:5]=[CH:4][CH:3]=2)=[O:7])[CH:19]=[CH:20][CH:21]=1)#[CH:15]. Given the reactants [S:1]1[CH:5]=[CH:4][CH:3]=[C:2]1[C:6](Cl)=[O:7].C1COCC1.[C:14]([C:16]1[CH:17]=[C:18]([NH2:22])[CH:19]=[CH:20][CH:21]=1)#[CH:15], predict the reaction product. (3) The product is: [CH2:26]([N:28]1[CH2:33][CH2:32][N:31]([CH2:1][CH:2]2[C:14](=[O:15])[C:13]3[C:12]4[C:7](=[CH:8][CH:9]=[CH:10][CH:11]=4)[N:6]([CH2:16][CH2:17][CH2:18][CH2:19][CH2:20][C:21]([O:23][CH2:24][CH3:25])=[O:22])[C:5]=3[CH2:4][CH2:3]2)[CH2:30][CH2:29]1)[CH3:27]. Given the reactants [CH2:1]=[C:2]1[C:14](=[O:15])[C:13]2[C:12]3[C:7](=[CH:8][CH:9]=[CH:10][CH:11]=3)[N:6]([CH2:16][CH2:17][CH2:18][CH2:19][CH2:20][C:21]([O:23][CH2:24][CH3:25])=[O:22])[C:5]=2[CH2:4][CH2:3]1.[CH2:26]([N:28]1[CH2:33][CH2:32][NH:31][CH2:30][CH2:29]1)[CH3:27], predict the reaction product. (4) Given the reactants [Br:1][C:2]1[CH:3]=[C:4]([N:9]2[C:17](=[O:18])[C:16]3[C:11](=[CH:12][CH:13]=[CH:14][CH:15]=3)[C:10]2=[O:19])[CH:5]=[N:6][C:7]=1[CH3:8].[Se](=O)=[O:21], predict the reaction product. The product is: [Br:1][C:2]1[C:7]([CH:8]=[O:21])=[N:6][CH:5]=[C:4]([N:9]2[C:10](=[O:19])[C:11]3[C:16](=[CH:15][CH:14]=[CH:13][CH:12]=3)[C:17]2=[O:18])[CH:3]=1.